From a dataset of Catalyst prediction with 721,799 reactions and 888 catalyst types from USPTO. Predict which catalyst facilitates the given reaction. (1) The catalyst class is: 502. Reactant: [Cl-:1].[NH3+:2][CH2:3][CH2:4][CH2:5][CH2:6][C:7]([C:9]1[CH:10]=[NH+:11][CH:12]=[CH:13][CH:14]=1)=O.[Cl-].[F:16][C:17]1[CH:22]=[C:21]([CH:23]=O)[CH:20]=[CH:19][C:18]=1[C:25]1[CH:30]=[CH:29][CH:28]=[CH:27][CH:26]=1. Product: [ClH:1].[ClH:1].[F:16][C:17]1[CH:22]=[C:21]([CH:23]=[C:6]2[CH2:5][CH2:4][CH2:3][N:2]=[C:7]2[C:9]2[CH:10]=[N:11][CH:12]=[CH:13][CH:14]=2)[CH:20]=[CH:19][C:18]=1[C:25]1[CH:26]=[CH:27][CH:28]=[CH:29][CH:30]=1. (2) Reactant: [CH3:1][C:2]1[CH:7]=[CH:6][C:5]([S:8](Cl)(=[O:10])=[O:9])=[CH:4][C:3]=1[N+:12]([O-:14])=[O:13].[C:15]([NH2:19])([CH3:18])([CH3:17])[CH3:16].Cl. Product: [C:15]([NH:19][S:8]([C:5]1[CH:6]=[CH:7][C:2]([CH3:1])=[C:3]([N+:12]([O-:14])=[O:13])[CH:4]=1)(=[O:10])=[O:9])([CH3:18])([CH3:17])[CH3:16]. The catalyst class is: 22. (3) Reactant: [N:1]1[C:2]2[N:3]([C:13]3[CH:19]=[CH:18][CH:17]=[CH:16][C:14]=3[N:15]=2)[CH:4]=[CH:5][C:6]=1[C:7]#[C:8][CH2:9][CH2:10][CH2:11]O.C(N(S(F)(F)[F:26])CC)C. Product: [F:26][CH2:11][CH2:10][CH2:9][C:8]#[C:7][C:6]1[CH:5]=[CH:4][N:3]2[C:13]3[CH:19]=[CH:18][CH:17]=[CH:16][C:14]=3[N:15]=[C:2]2[N:1]=1. The catalyst class is: 2. (4) The catalyst class is: 11. Reactant: [Si:1]([O:8][CH2:9][C:10]1([CH3:18])[S:16][CH2:15][CH2:14][NH:13][C:12](=O)[CH2:11]1)([C:4]([CH3:7])([CH3:6])[CH3:5])([CH3:3])[CH3:2].COC1C=CC(P2(SP(C3C=CC(OC)=CC=3)(=S)S2)=[S:28])=CC=1. Product: [Si:1]([O:8][CH2:9][C:10]1([CH3:18])[S:16][CH2:15][CH2:14][NH:13][C:12](=[S:28])[CH2:11]1)([C:4]([CH3:7])([CH3:6])[CH3:5])([CH3:3])[CH3:2]. (5) Reactant: [CH:1]([NH:4][C:5]1[N:6]=[C:7]2[CH:13]=[CH:12][N:11](S(C3C=CC(C)=CC=3)(=O)=O)[C:8]2=[N:9][CH:10]=1)([CH3:3])[CH3:2].C(=O)([O-])[O-].[Cs+].[Cs+]. Product: [CH:1]([NH:4][C:5]1[N:6]=[C:7]2[CH:13]=[CH:12][NH:11][C:8]2=[N:9][CH:10]=1)([CH3:3])[CH3:2]. The catalyst class is: 353. (6) Reactant: Br[C:2]1[CH:7]=[CH:6][C:5]([S:8][CH3:9])=[CH:4][CH:3]=1.[Li]C(C)(C)C.CCCCC.[F:20][C:21]1[CH:26]=[CH:25][C:24]([C:27]2[C:28](=[O:32])[CH2:29][CH2:30][CH:31]=2)=[CH:23][CH:22]=1. Product: [CH3:9][S:8][C:5]1[CH:6]=[CH:7][C:2]([C:28]2([OH:32])[CH2:29][CH2:30][CH:31]=[C:27]2[C:24]2[CH:25]=[CH:26][C:21]([F:20])=[CH:22][CH:23]=2)=[CH:3][CH:4]=1. The catalyst class is: 28. (7) Reactant: [Cl:1][C:2]1[C:7]([NH:8][CH2:9][C:10]2[CH:15]=[C:14]([C:16]3[CH:21]=[CH:20][CH:19]=[C:18]([F:22])[CH:17]=3)[CH:13]=[CH:12][C:11]=2[F:23])=[C:6]([F:24])[CH:5]=[CH:4][C:3]=1[OH:25].C([O-])([O-])=O.[Cs+].[Cs+].Br[CH2:33][C:34]([O:36][CH2:37][CH3:38])=[O:35].O. Product: [Cl:1][C:2]1[C:7]([NH:8][CH2:9][C:10]2[CH:15]=[C:14]([C:16]3[CH:21]=[CH:20][CH:19]=[C:18]([F:22])[CH:17]=3)[CH:13]=[CH:12][C:11]=2[F:23])=[C:6]([F:24])[CH:5]=[CH:4][C:3]=1[O:25][CH2:33][C:34]([O:36][CH2:37][CH3:38])=[O:35]. The catalyst class is: 21. (8) Reactant: [F:1][C:2]1[CH:10]=[C:6]([C:7]([OH:9])=[O:8])[C:5]([OH:11])=[CH:4][CH:3]=1.[CH2:12](O)[CH3:13]. Product: [CH2:12]([O:8][C:7](=[O:9])[C:6]1[CH:10]=[C:2]([F:1])[CH:3]=[CH:4][C:5]=1[OH:11])[CH3:13]. The catalyst class is: 65.